From a dataset of Full USPTO retrosynthesis dataset with 1.9M reactions from patents (1976-2016). Predict the reactants needed to synthesize the given product. (1) Given the product [Cl:8][C:4]1[CH:3]=[C:2]([C:14]2([OH:18])[CH2:17][CH2:16][CH2:15]2)[CH:7]=[CH:6][N:5]=1, predict the reactants needed to synthesize it. The reactants are: Br[C:2]1[CH:7]=[CH:6][N:5]=[C:4]([Cl:8])[CH:3]=1.[Li]CCCC.[C:14]1(=[O:18])[CH2:17][CH2:16][CH2:15]1.[NH4+].[Cl-]. (2) The reactants are: [CH3:1][O:2][C:3]1[CH:17]=[CH:16][C:6]([O:7][C:8]2[CH:9]=[C:10]([CH:13]=[CH:14][CH:15]=2)[CH:11]=O)=[CH:5][CH:4]=1.[CH3:18][CH:19]([CH3:35])[C:20]([NH:22][C:23]1[CH:28]=[CH:27][CH:26]=[C:25]([CH:29]2[CH2:34][CH2:33][NH:32][CH2:31][CH2:30]2)[CH:24]=1)=[O:21]. Given the product [CH3:1][O:2][C:3]1[CH:17]=[CH:16][C:6]([O:7][C:8]2[CH:9]=[C:10]([CH:13]=[CH:14][CH:15]=2)[CH2:11][N:32]2[CH2:33][CH2:34][CH:29]([C:25]3[CH:24]=[C:23]([NH:22][C:20](=[O:21])[CH:19]([CH3:18])[CH3:35])[CH:28]=[CH:27][CH:26]=3)[CH2:30][CH2:31]2)=[CH:5][CH:4]=1, predict the reactants needed to synthesize it. (3) Given the product [CH3:32][CH:31]([CH3:33])[CH2:30][CH2:29][NH:34][CH2:1][CH:3]1[CH2:11][C:10]2[C:5](=[CH:6][CH:7]=[C:8]([O:12][C:13]3[CH:21]=[CH:20][C:16]([C:17]([NH2:19])=[O:18])=[CH:15][N:14]=3)[CH:9]=2)[CH2:4]1, predict the reactants needed to synthesize it. The reactants are: [CH:1]([CH:3]1[CH2:11][C:10]2[C:5](=[CH:6][CH:7]=[C:8]([O:12][C:13]3[CH:21]=[CH:20][C:16]([C:17]([NH2:19])=[O:18])=[CH:15][N:14]=3)[CH:9]=2)[CH2:4]1)=O.COC(OC)OC.[CH2:29]([NH2:34])[CH2:30][CH:31]([CH3:33])[CH3:32]. (4) Given the product [SH:35][C:2]1[CH:11]=[C:10]2[C:5]([C:6](=[O:22])[C:7]([C:20]#[N:21])=[CH:8][N:9]2[CH2:12][O:13][CH2:14][CH2:15][Si:16]([CH3:19])([CH3:18])[CH3:17])=[CH:4][C:3]=1[N+:23]([O-:25])=[O:24], predict the reactants needed to synthesize it. The reactants are: Cl[C:2]1[CH:11]=[C:10]2[C:5]([C:6](=[O:22])[C:7]([C:20]#[N:21])=[CH:8][N:9]2[CH2:12][O:13][CH2:14][CH2:15][Si:16]([CH3:19])([CH3:18])[CH3:17])=[CH:4][C:3]=1[N+:23]([O-:25])=[O:24].O.O.O.O.O.O.O.O.O.[S-2:35].[Na+].[Na+].O.Cl.